Dataset: NCI-60 drug combinations with 297,098 pairs across 59 cell lines. Task: Regression. Given two drug SMILES strings and cell line genomic features, predict the synergy score measuring deviation from expected non-interaction effect. (1) Drug 1: CC1C(C(=O)NC(C(=O)N2CCCC2C(=O)N(CC(=O)N(C(C(=O)O1)C(C)C)C)C)C(C)C)NC(=O)C3=C4C(=C(C=C3)C)OC5=C(C(=O)C(=C(C5=N4)C(=O)NC6C(OC(=O)C(N(C(=O)CN(C(=O)C7CCCN7C(=O)C(NC6=O)C(C)C)C)C)C(C)C)C)N)C. Drug 2: CC1=C2C(C(=O)C3(C(CC4C(C3C(C(C2(C)C)(CC1OC(=O)C(C(C5=CC=CC=C5)NC(=O)C6=CC=CC=C6)O)O)OC(=O)C7=CC=CC=C7)(CO4)OC(=O)C)O)C)OC(=O)C. Cell line: T-47D. Synergy scores: CSS=12.4, Synergy_ZIP=1.00, Synergy_Bliss=0.921, Synergy_Loewe=-6.60, Synergy_HSA=-7.50. (2) Cell line: HCT-15. Drug 2: CC12CCC3C(C1CCC2OP(=O)(O)O)CCC4=C3C=CC(=C4)OC(=O)N(CCCl)CCCl.[Na+]. Synergy scores: CSS=13.8, Synergy_ZIP=-4.83, Synergy_Bliss=2.30, Synergy_Loewe=-4.91, Synergy_HSA=-1.03. Drug 1: CN(C(=O)NC(C=O)C(C(C(CO)O)O)O)N=O. (3) Drug 1: CC1=C2C(C(=O)C3(C(CC4C(C3C(C(C2(C)C)(CC1OC(=O)C(C(C5=CC=CC=C5)NC(=O)C6=CC=CC=C6)O)O)OC(=O)C7=CC=CC=C7)(CO4)OC(=O)C)O)C)OC(=O)C. Drug 2: CS(=O)(=O)CCNCC1=CC=C(O1)C2=CC3=C(C=C2)N=CN=C3NC4=CC(=C(C=C4)OCC5=CC(=CC=C5)F)Cl. Cell line: UACC-257. Synergy scores: CSS=24.1, Synergy_ZIP=2.84, Synergy_Bliss=3.90, Synergy_Loewe=3.23, Synergy_HSA=5.41. (4) Synergy scores: CSS=21.3, Synergy_ZIP=-0.317, Synergy_Bliss=2.87, Synergy_Loewe=3.96, Synergy_HSA=3.93. Drug 2: CC(C)NC(=O)C1=CC=C(C=C1)CNNC.Cl. Drug 1: CCN(CC)CCCC(C)NC1=C2C=C(C=CC2=NC3=C1C=CC(=C3)Cl)OC. Cell line: A498. (5) Synergy scores: CSS=42.4, Synergy_ZIP=-14.0, Synergy_Bliss=-11.9, Synergy_Loewe=-6.56, Synergy_HSA=-5.03. Drug 1: CC(CN1CC(=O)NC(=O)C1)N2CC(=O)NC(=O)C2. Cell line: IGROV1. Drug 2: CC1CCC2CC(C(=CC=CC=CC(CC(C(=O)C(C(C(=CC(C(=O)CC(OC(=O)C3CCCCN3C(=O)C(=O)C1(O2)O)C(C)CC4CCC(C(C4)OC)O)C)C)O)OC)C)C)C)OC. (6) Drug 2: CCN(CC)CCNC(=O)C1=C(NC(=C1C)C=C2C3=C(C=CC(=C3)F)NC2=O)C. Synergy scores: CSS=3.56, Synergy_ZIP=-2.38, Synergy_Bliss=-1.67, Synergy_Loewe=-5.39, Synergy_HSA=-2.36. Drug 1: CS(=O)(=O)CCNCC1=CC=C(O1)C2=CC3=C(C=C2)N=CN=C3NC4=CC(=C(C=C4)OCC5=CC(=CC=C5)F)Cl. Cell line: EKVX. (7) Synergy scores: CSS=43.3, Synergy_ZIP=6.11, Synergy_Bliss=10.1, Synergy_Loewe=-23.7, Synergy_HSA=7.35. Drug 2: C1CC(=O)NC(=O)C1N2C(=O)C3=CC=CC=C3C2=O. Cell line: CCRF-CEM. Drug 1: C1=NC2=C(N1)C(=S)N=CN2.